This data is from Peptide-MHC class I binding affinity with 185,985 pairs from IEDB/IMGT. The task is: Regression. Given a peptide amino acid sequence and an MHC pseudo amino acid sequence, predict their binding affinity value. This is MHC class I binding data. The peptide sequence is EEIDWIKTD. The MHC is HLA-B08:01 with pseudo-sequence HLA-B08:01. The binding affinity (normalized) is 0.0847.